This data is from Forward reaction prediction with 1.9M reactions from USPTO patents (1976-2016). The task is: Predict the product of the given reaction. (1) Given the reactants Cl.[NH:2]1[CH2:5][CH2:4][CH2:3]1.C1(=O)CCCC1.[C-]#N.[K+].CN(C)[C:17]1([C:22]#[N:23])[CH2:21][CH2:20][CH2:19][CH2:18]1, predict the reaction product. The product is: [N:2]1([C:17]2([C:22]#[N:23])[CH2:21][CH2:20][CH2:19][CH2:18]2)[CH2:5][CH2:4][CH2:3]1. (2) Given the reactants [C:1]([OH:6])(=O)[C@H:2]([CH3:4])[OH:3].O.ON1C2C=CC=CC=2N=N1.Cl.C(N=C=NCCCN(C)C)C.C(N(CC)CC)C.[CH2:37]([N:41]1[C:49]([N:50]2[CH2:55][CH2:54][NH:53][C@H:52]([CH3:56])[CH2:51]2)=[N:48][C:47]2[C:42]1=[N:43][C:44]([C:63]1[CH:64]=[N:65][C:66]([NH2:69])=[N:67][CH:68]=1)=[N:45][C:46]=2[N:57]1[CH2:62][CH2:61][O:60][CH2:59][CH2:58]1)[CH:38]([CH3:40])[CH3:39], predict the reaction product. The product is: [NH2:69][C:66]1[N:65]=[CH:64][C:63]([C:44]2[N:43]=[C:42]3[C:47]([N:48]=[C:49]([N:50]4[CH2:55][CH2:54][N:53]([C:1](=[O:6])[C@@H:2]([OH:3])[CH3:4])[C@H:52]([CH3:56])[CH2:51]4)[N:41]3[CH2:37][CH:38]([CH3:39])[CH3:40])=[C:46]([N:57]3[CH2:62][CH2:61][O:60][CH2:59][CH2:58]3)[N:45]=2)=[CH:68][N:67]=1. (3) Given the reactants [OH:1][C:2]1[CH:3]=[C:4]([NH:12][C:13]([C:15]2[C:24](=[O:25])[C:23]3[C:18](=[CH:19][CH:20]=[CH:21][CH:22]=3)[NH:17][CH:16]=2)=[O:14])[CH:5]=[CH:6][C:7]=1[C:8]([CH3:11])([CH3:10])[CH3:9].[CH3:26]I, predict the reaction product. The product is: [OH:1][C:2]1[CH:3]=[C:4]([NH:12][C:13]([C:15]2[CH:16]=[N:17][C:18]3[C:23]([C:24]=2[O:25][CH3:26])=[CH:22][CH:21]=[CH:20][CH:19]=3)=[O:14])[CH:5]=[CH:6][C:7]=1[C:8]([CH3:9])([CH3:11])[CH3:10].